This data is from Reaction yield outcomes from USPTO patents with 853,638 reactions. The task is: Predict the reaction yield, written as a fraction of the theoretical maximum amount of product (1.0 means a 100% yield; for example, 0.34 means a 34% yield). (1) The reactants are [CH3:1][C:2]1[CH:7]=[CH:6][N:5]=[C:4]([NH:8][C:9]2[CH:14]=[C:13](B3OC(C)(C)C(C)(C)O3)[CH:12]=[C:11]([CH3:24])[CH:10]=2)[N:3]=1.[CH3:25][O:26][C:27]([C@H:29]1[CH2:34][CH2:33][C@@:32]([C:36]2[S:37][C:38](Br)=[CH:39][N:40]=2)([OH:35])[CH2:31][C:30]1([CH3:43])[CH3:42])=[O:28].C(=O)([O-])[O-].[Na+].[Na+]. The catalyst is CC1CCCO1.C1C=CC(P(C2C=CC=CC=2)[C-]2C=CC=C2)=CC=1.C1C=CC(P(C2C=CC=CC=2)[C-]2C=CC=C2)=CC=1.Cl[Pd]Cl.[Fe+2]. The product is [CH3:25][O:26][C:27]([C@H:29]1[CH2:34][CH2:33][C@:32]([OH:35])([C:36]2[S:37][C:38]([C:13]3[CH:14]=[C:9]([NH:8][C:4]4[N:3]=[C:2]([CH3:1])[CH:7]=[CH:6][N:5]=4)[CH:10]=[C:11]([CH3:24])[CH:12]=3)=[CH:39][N:40]=2)[CH2:31][C:30]1([CH3:43])[CH3:42])=[O:28]. The yield is 0.660. (2) The reactants are Cl[C:2]1[C:7]([CH:8]=[O:9])=[C:6]([N:10]2[CH2:22][CH2:21][C:20]3[N:19]4[C:14]([CH2:15][CH2:16][CH2:17][CH2:18]4)=[CH:13][C:12]=3[C:11]2=[O:23])[N:5]=[CH:4][CH:3]=1.[CH3:24][C@H:25]1[CH2:30][N:29]([CH:31]2[CH2:34][O:33][CH2:32]2)[C@H:28]([CH3:35])[CH2:27][N:26]1[C:36]1[CH:37]=[CH:38][C:39]([NH:42][C:43]2[C:44](=[O:59])[N:45]([CH3:58])[CH:46]=[C:47](B3OC(C)(C)C(C)(C)O3)[CH:48]=2)=[N:40][CH:41]=1.[O-]P([O-])([O-])=O.[K+].[K+].[K+].C([O-])(=O)C.[Na+]. The catalyst is O.C1C=CC(P(C2C=CC=CC=2)[C-]2C=CC=C2)=CC=1.C1C=CC(P(C2C=CC=CC=2)[C-]2C=CC=C2)=CC=1.Cl[Pd]Cl.[Fe+2].C(#N)C. The product is [CH3:24][CH:25]1[CH2:30][N:29]([CH:31]2[CH2:34][O:33][CH2:32]2)[CH:28]([CH3:35])[CH2:27][N:26]1[C:36]1[CH:37]=[CH:38][C:39]([NH:42][C:43]2[C:44](=[O:59])[N:45]([CH3:58])[CH:46]=[C:47]([C:2]3[C:7]([CH:8]=[O:9])=[C:6]([N:10]4[CH2:22][CH2:21][C:20]5[N:19]6[C:14]([CH2:15][CH2:16][CH2:17][CH2:18]6)=[CH:13][C:12]=5[C:11]4=[O:23])[N:5]=[CH:4][CH:3]=3)[CH:48]=2)=[N:40][CH:41]=1. The yield is 0.300. (3) The reactants are C([C:3]1[CH:25]=[CH:24][C:6]([C:7]([NH:9][C:10]2[CH:15]=[CH:14][CH:13]=[CH:12][C:11]=2[NH:16][C:17](=[O:23])[O:18][C:19]([CH3:22])([CH3:21])[CH3:20])=[O:8])=[CH:5][CH:4]=1)=O.C1(P(=[CH:45][C:46]([O:48][CH3:49])=[O:47])(C2C=CC=CC=2)C2C=CC=CC=2)C=CC=CC=1.[C:50]1(C)C=CC=CC=1. No catalyst specified. The product is [C:19]([O:18][C:17]([NH:16][C:11]1[CH:12]=[CH:13][CH:14]=[CH:15][C:10]=1[NH:9][C:7]([C:6]1[CH:24]=[CH:25][C:3]([CH:50]=[CH:45][C:46]([O:48][CH3:49])=[O:47])=[CH:4][CH:5]=1)=[O:8])=[O:23])([CH3:20])([CH3:22])[CH3:21]. The yield is 0.970. (4) The reactants are I[C:2]1[C:12]([CH3:13])=[CH:11][CH:10]=[CH:9][C:3]=1[C:4]([O:6][CH2:7][CH3:8])=[O:5].C([Sn](CCCC)(CCCC)[C:19]1[O:20][CH:21]=[CH:22][N:23]=1)CCC. The product is [CH3:13][C:12]1[C:2]([C:19]2[O:20][CH:21]=[CH:22][N:23]=2)=[C:3]([CH:9]=[CH:10][CH:11]=1)[C:4]([O:6][CH2:7][CH3:8])=[O:5]. The catalyst is COCCOC.[Cu]I.C1C=CC([P]([Pd]([P](C2C=CC=CC=2)(C2C=CC=CC=2)C2C=CC=CC=2)([P](C2C=CC=CC=2)(C2C=CC=CC=2)C2C=CC=CC=2)[P](C2C=CC=CC=2)(C2C=CC=CC=2)C2C=CC=CC=2)(C2C=CC=CC=2)C2C=CC=CC=2)=CC=1. The yield is 0.670. (5) The reactants are [CH2:1]([O:3][C:4]1[CH:9]=[CH:8][CH:7]=[CH:6][C:5]=1[CH2:10][CH2:11][NH:12][C:13]1[S:14]/[C:15](=[CH:19]\[C:20]2[CH:21]=[C:22]3[C:27](=[CH:28][CH:29]=2)[N:26]=[CH:25][CH:24]=[C:23]3[O:30][CH2:31][CH3:32])/[C:16](=[O:18])[N:17]=1)[CH3:2].[CH3:33][S:34]([OH:37])(=[O:36])=[O:35].COC(C)(C)C. The product is [CH3:33][S:34]([OH:37])(=[O:36])=[O:35].[CH2:1]([O:3][C:4]1[CH:9]=[CH:8][CH:7]=[CH:6][C:5]=1[CH2:10][CH2:11][NH:12][C:13]1[S:14]/[C:15](=[CH:19]\[C:20]2[CH:21]=[C:22]3[C:27](=[CH:28][CH:29]=2)[N:26]=[CH:25][CH:24]=[C:23]3[O:30][CH2:31][CH3:32])/[C:16](=[O:18])[N:17]=1)[CH3:2]. The catalyst is C(O)C. The yield is 0.910. (6) The reactants are [CH2:1]([O:3][C:4]1[CH:5]=[C:6]([CH2:14][OH:15])[CH:7]=[C:8]([O:11][CH2:12][CH3:13])[C:9]=1[F:10])[CH3:2]. The catalyst is ClCCCl.O=[Mn]=O. The product is [CH2:1]([O:3][C:4]1[CH:5]=[C:6]([CH:7]=[C:8]([O:11][CH2:12][CH3:13])[C:9]=1[F:10])[CH:14]=[O:15])[CH3:2]. The yield is 0.830. (7) The reactants are [CH:1]([CH:4]1[N:9]([C:10]2[N:15]=[C:14]([C:16]([F:19])([F:18])[F:17])[C:13]([C:20](OCC)=[O:21])=[CH:12][N:11]=2)[CH2:8][CH2:7][N:6]2[C:25]3[CH:31]=[C:30]([S:32]([CH3:35])(=[O:34])=[O:33])[CH:29]=[CH:28][C:26]=3[N:27]=[C:5]12)([CH3:3])[CH3:2].CC(C[AlH]CC(C)C)C.[NH4+].[Cl-]. The catalyst is C1(C)C=CC=CC=1. The product is [CH:1]([CH:4]1[N:9]([C:10]2[N:15]=[C:14]([C:16]([F:18])([F:19])[F:17])[C:13]([CH2:20][OH:21])=[CH:12][N:11]=2)[CH2:8][CH2:7][N:6]2[C:25]3[CH:31]=[C:30]([S:32]([CH3:35])(=[O:33])=[O:34])[CH:29]=[CH:28][C:26]=3[N:27]=[C:5]12)([CH3:3])[CH3:2]. The yield is 0.630. (8) The reactants are [Br:1][C:2]1[CH:7]=[CH:6][C:5](Br)=[CH:4][N:3]=1.CCOCC.C([Li])CCC.[CH3:19][C:20]([CH3:22])=[O:21]. The catalyst is C1COCC1. The product is [Br:1][C:2]1[N:3]=[CH:4][C:5]([C:20]([OH:21])([CH3:22])[CH3:19])=[CH:6][CH:7]=1. The yield is 0.480. (9) The reactants are [CH2:1]([N:4]1[C:12]2[C:11]([Cl:13])=[N:10][CH:9]=[N:8][C:7]=2[C:6](Br)=[CH:5]1)[CH:2]=[CH2:3].[Li]CCCC.[F:20][C:21]([F:41])([F:40])[C:22]([C:24]1[CH:25]=[C:26]2[C:30](=[CH:31][CH:32]=1)[N:29]([C:33]1[CH:38]=[CH:37][C:36]([F:39])=[CH:35][CH:34]=1)[N:28]=[CH:27]2)=[O:23]. The catalyst is C1COCC1.O.[Cl-].[Na+].O. The product is [CH2:1]([N:4]1[C:12]2[C:11]([Cl:13])=[N:10][CH:9]=[N:8][C:7]=2[C:6]([C:22]([C:24]2[CH:25]=[C:26]3[C:30](=[CH:31][CH:32]=2)[N:29]([C:33]2[CH:38]=[CH:37][C:36]([F:39])=[CH:35][CH:34]=2)[N:28]=[CH:27]3)([OH:23])[C:21]([F:40])([F:20])[F:41])=[CH:5]1)[CH:2]=[CH2:3]. The yield is 0.230. (10) The reactants are [Cl:1][C:2]1[CH:7]=[CH:6][C:5]([CH2:8][C:9]#N)=[CH:4][C:3]=1[F:11].[OH2:12].S(=O)(=O)(O)[OH:14]. The catalyst is C(O)(=O)C. The product is [Cl:1][C:2]1[CH:7]=[CH:6][C:5]([CH2:8][C:9]([OH:14])=[O:12])=[CH:4][C:3]=1[F:11]. The yield is 0.790.